The task is: Predict the product of the given reaction.. This data is from Forward reaction prediction with 1.9M reactions from USPTO patents (1976-2016). (1) Given the reactants [C:1]1([C@H:7]2[C@@H:11]([C:12]3[CH:17]=[CH:16][CH:15]=[CH:14][CH:13]=3)[N:10]([C:18]([O:20][C:21]([CH3:24])([CH3:23])[CH3:22])=[O:19])[C:9](SC)=[N:8]2)[CH:6]=[CH:5][CH:4]=[CH:3][CH:2]=1.[F:27][C:28]1[CH:36]=[CH:35][CH:34]=[CH:33][C:29]=1[CH2:30][CH2:31][NH2:32], predict the reaction product. The product is: [C:21]([O:20][C:18]([N:10]1[C@H:11]([C:12]2[CH:17]=[CH:16][CH:15]=[CH:14][CH:13]=2)[C@H:7]([C:1]2[CH:6]=[CH:5][CH:4]=[CH:3][CH:2]=2)[N:8]=[C:9]1[NH:32][CH2:31][CH2:30][C:29]1[CH:33]=[CH:34][CH:35]=[CH:36][C:28]=1[F:27])=[O:19])([CH3:24])([CH3:23])[CH3:22]. (2) Given the reactants C([O:9][C@@H:10]1[C@H:14]([O:15]C(=O)C2C=CC=CC=2)[C@@H:13]([CH2:24][O:25]C(=O)C2C=CC=CC=2)[O:12][CH:11]1[C:34]([OH:36])=O)(=O)C1C=CC=CC=1.C1(P(C2C=CC=CC=2)C2C=CC=CC=2)C=CC=CC=1.C1C=C(SSC2N=CC=CC=2)N=CC=1.[F:70][C:71]1[CH:72]=[C:73]([CH:76]=[CH:77][CH:78]=1)[NH:74][CH3:75], predict the reaction product. The product is: [F:70][C:71]1[CH:72]=[C:73]([N:74]([CH3:75])[C:34]([CH:11]2[C@H:10]([OH:9])[C@H:14]([OH:15])[C@@H:13]([CH2:24][OH:25])[O:12]2)=[O:36])[CH:76]=[CH:77][CH:78]=1. (3) Given the reactants [NH2:1][C@H:2]1[CH2:7][CH2:6][C@H:5]([CH2:8][NH:9][C:10]2[C:15]([N+:16]([O-:18])=[O:17])=[CH:14][N:13]=[C:12]([NH:19][CH2:20][C:21]3[CH:26]=[C:25]([Cl:27])[CH:24]=[CH:23][C:22]=3[O:28][C:29]([F:32])([F:31])[F:30])[N:11]=2)[CH2:4][CH2:3]1.Br[CH2:34][CH2:35][CH2:36][CH2:37]Br.CCN(C(C)C)C(C)C, predict the reaction product. The product is: [Cl:27][C:25]1[CH:24]=[CH:23][C:22]([O:28][C:29]([F:31])([F:30])[F:32])=[C:21]([CH:26]=1)[CH2:20][NH:19][C:12]1[N:11]=[C:10]([NH:9][CH2:8][C@H:5]2[CH2:4][CH2:3][C@H:2]([N:1]3[CH2:37][CH2:36][CH2:35][CH2:34]3)[CH2:7][CH2:6]2)[C:15]([N+:16]([O-:18])=[O:17])=[CH:14][N:13]=1. (4) Given the reactants [N+:1]([C:4]1[CH:5]=[C:6]([OH:14])[CH:7]=[C:8]([C:10]([F:13])([F:12])[F:11])[CH:9]=1)([O-:3])=[O:2].[OH-].[Na+].[Br:17][CH2:18][CH2:19][CH2:20]Br, predict the reaction product. The product is: [Br:17][CH2:18][CH2:19][CH2:20][O:14][C:6]1[CH:7]=[C:8]([C:10]([F:11])([F:12])[F:13])[CH:9]=[C:4]([N+:1]([O-:3])=[O:2])[CH:5]=1.